From a dataset of Catalyst prediction with 721,799 reactions and 888 catalyst types from USPTO. Predict which catalyst facilitates the given reaction. (1) Product: [C:4]([O:3][C:1](=[O:2])[NH:8][C@H:9]([C:11](=[O:13])[NH:54][C:51]1([C:48]2[N:49]=[N:50][C:45]([C:43]3[CH:44]=[N:40][NH:41][CH:42]=3)=[CH:46][CH:47]=2)[CH2:52][CH2:53]1)[CH3:10])([CH3:5])([CH3:6])[CH3:7]. The catalyst class is: 2. Reactant: [C:1]([NH:8][C@H:9]([C:11]([OH:13])=O)[CH3:10])([O:3][C:4]([CH3:7])([CH3:6])[CH3:5])=[O:2].CN(C(ON1N=NC2C=CC=NC1=2)=[N+](C)C)C.F[P-](F)(F)(F)(F)F.Cl.Cl.[NH:40]1[CH:44]=[C:43]([C:45]2[N:50]=[N:49][C:48]([C:51]3([NH2:54])[CH2:53][CH2:52]3)=[CH:47][CH:46]=2)[CH:42]=[N:41]1.C(N(C(C)C)CC)(C)C.C([O-])([O-])=O.[Na+].[Na+]. (2) Reactant: [C:1]1([SH:7])[CH:6]=[CH:5][CH:4]=[CH:3][CH:2]=1.Cl[CH2:9][C:10]([N:12]1[CH2:17][CH2:16][N:15]([S:18]([C:21]2[CH:30]=[CH:29][C:28]3[C:23](=[CH:24][CH:25]=[CH:26][CH:27]=3)[CH:22]=2)(=[O:20])=[O:19])[CH2:14][CH2:13]1)=[O:11].[C:31](=O)([O-])[O-].[K+].[K+].O. Product: [CH:22]1[C:23]2[C:28](=[CH:27][CH:26]=[CH:25][CH:24]=2)[CH:29]=[CH:30][C:21]=1[S:18]([N:15]1[CH2:16][CH2:17][N:12]([C:10](=[O:11])[CH2:9][S:7][C:1]2[CH:6]=[CH:5][C:4]([CH3:31])=[CH:3][CH:2]=2)[CH2:13][CH2:14]1)(=[O:20])=[O:19]. The catalyst class is: 10. (3) Reactant: [C:1]([C:4]1[CH:12]=[C:11]2[C:7]([CH:8]=[CH:9][N:10]2[CH:13]2[CH2:18][CH2:17][N:16](C(OCC3C=CC=CC=3)=O)[CH2:15][CH2:14]2)=[CH:6][CH:5]=1)(=[O:3])[NH2:2].CO.[H][H]. Product: [NH:16]1[CH2:15][CH2:14][CH:13]([N:10]2[C:11]3[C:7](=[CH:6][CH:5]=[C:4]([C:1]([NH2:2])=[O:3])[CH:12]=3)[CH:8]=[CH:9]2)[CH2:18][CH2:17]1. The catalyst class is: 481.